From a dataset of Full USPTO retrosynthesis dataset with 1.9M reactions from patents (1976-2016). Predict the reactants needed to synthesize the given product. (1) Given the product [Br:8][C:7]1[CH:6]=[N:5][CH:4]=[C:3]2[C:2]=1[N:1]=[C:11]([CH3:12])[CH:10]=[CH:9]2, predict the reactants needed to synthesize it. The reactants are: [NH2:1][C:2]1[C:7]([Br:8])=[CH:6][N:5]=[CH:4][C:3]=1/[CH:9]=[CH:10]/[C:11](=O)[CH3:12].C[S-].[Na+]. (2) The reactants are: C(O[C:4]([C:6]1[C:15](=[O:16])[C:14]2[C:9](=[N:10][C:11]([C:17]([F:20])([F:19])[F:18])=[CH:12][CH:13]=2)[N:8]([CH2:21][C:22]2[CH:27]=[CH:26][CH:25]=[C:24]([Br:28])[N:23]=2)[CH:7]=1)=[O:5])C.Cl.[CH3:30][NH:31][O:32][CH3:33].C[Al](C)C. Given the product [CH3:33][O:32][N:31]([CH3:30])[C:4]([C:6]1[C:15](=[O:16])[C:14]2[C:9](=[N:10][C:11]([C:17]([F:18])([F:20])[F:19])=[CH:12][CH:13]=2)[N:8]([CH2:21][C:22]2[CH:27]=[CH:26][CH:25]=[C:24]([Br:28])[N:23]=2)[CH:7]=1)=[O:5], predict the reactants needed to synthesize it.